From a dataset of TCR-epitope binding with 47,182 pairs between 192 epitopes and 23,139 TCRs. Binary Classification. Given a T-cell receptor sequence (or CDR3 region) and an epitope sequence, predict whether binding occurs between them. (1) The epitope is YLNTLTLAV. The TCR CDR3 sequence is CASSRRTETQYF. Result: 0 (the TCR does not bind to the epitope). (2) The epitope is KLSYGIATV. The TCR CDR3 sequence is CASSYSEVPRDYGYTF. Result: 1 (the TCR binds to the epitope). (3) The epitope is MMISAGFSL. The TCR CDR3 sequence is CASSRLGTGGDTEAFF. Result: 0 (the TCR does not bind to the epitope). (4) The epitope is IVTDFSVIK. The TCR CDR3 sequence is CAWASGGYEQYF. Result: 1 (the TCR binds to the epitope). (5) The epitope is EILDITPCSF. The TCR CDR3 sequence is CATSGPSSYEQYF. Result: 1 (the TCR binds to the epitope).